Dataset: NCI-60 drug combinations with 297,098 pairs across 59 cell lines. Task: Regression. Given two drug SMILES strings and cell line genomic features, predict the synergy score measuring deviation from expected non-interaction effect. (1) Cell line: MDA-MB-231. Drug 1: COC1=NC(=NC2=C1N=CN2C3C(C(C(O3)CO)O)O)N. Drug 2: C1CN1C2=NC(=NC(=N2)N3CC3)N4CC4. Synergy scores: CSS=15.9, Synergy_ZIP=-4.76, Synergy_Bliss=3.63, Synergy_Loewe=-11.7, Synergy_HSA=-0.244. (2) Drug 1: CC(C1=C(C=CC(=C1Cl)F)Cl)OC2=C(N=CC(=C2)C3=CN(N=C3)C4CCNCC4)N. Drug 2: C1=CC(=CC=C1C#N)C(C2=CC=C(C=C2)C#N)N3C=NC=N3. Cell line: SN12C. Synergy scores: CSS=8.62, Synergy_ZIP=-0.878, Synergy_Bliss=1.22, Synergy_Loewe=-5.83, Synergy_HSA=-1.23. (3) Drug 1: CN(CCCl)CCCl.Cl. Drug 2: C1CCC(C(C1)N)N.C(=O)(C(=O)[O-])[O-].[Pt+4]. Cell line: OVCAR-4. Synergy scores: CSS=15.4, Synergy_ZIP=-6.05, Synergy_Bliss=-2.02, Synergy_Loewe=-0.719, Synergy_HSA=-0.361. (4) Drug 1: CC1C(C(=O)NC(C(=O)N2CCCC2C(=O)N(CC(=O)N(C(C(=O)O1)C(C)C)C)C)C(C)C)NC(=O)C3=C4C(=C(C=C3)C)OC5=C(C(=O)C(=C(C5=N4)C(=O)NC6C(OC(=O)C(N(C(=O)CN(C(=O)C7CCCN7C(=O)C(NC6=O)C(C)C)C)C)C(C)C)C)N)C. Drug 2: CC1C(C(CC(O1)OC2CC(CC3=C2C(=C4C(=C3O)C(=O)C5=C(C4=O)C(=CC=C5)OC)O)(C(=O)CO)O)N)O.Cl. Cell line: HOP-62. Synergy scores: CSS=34.5, Synergy_ZIP=1.94, Synergy_Bliss=2.77, Synergy_Loewe=3.95, Synergy_HSA=4.81. (5) Drug 1: CC1=C2C(C(=O)C3(C(CC4C(C3C(C(C2(C)C)(CC1OC(=O)C(C(C5=CC=CC=C5)NC(=O)OC(C)(C)C)O)O)OC(=O)C6=CC=CC=C6)(CO4)OC(=O)C)OC)C)OC. Drug 2: CC1=CC=C(C=C1)C2=CC(=NN2C3=CC=C(C=C3)S(=O)(=O)N)C(F)(F)F. Cell line: SW-620. Synergy scores: CSS=52.5, Synergy_ZIP=10.5, Synergy_Bliss=9.32, Synergy_Loewe=-22.8, Synergy_HSA=9.93.